Dataset: Reaction yield outcomes from USPTO patents with 853,638 reactions. Task: Predict the reaction yield, written as a fraction of the theoretical maximum amount of product (1.0 means a 100% yield; for example, 0.34 means a 34% yield). (1) The reactants are [Cl:1][C:2]1[N:10]=[C:9]([CH3:11])[CH:8]=[CH:7][C:3]=1[C:4]([OH:6])=[O:5].CI.[C:14]([O-])([O-])=O.[K+].[K+]. The catalyst is CN(C=O)C. The product is [CH3:14][O:5][C:4](=[O:6])[C:3]1[CH:7]=[CH:8][C:9]([CH3:11])=[N:10][C:2]=1[Cl:1]. The yield is 0.940. (2) The product is [CH3:14][C:10]1[C:5]2[O:4][CH2:3][CH2:2][O:1][C:6]=2[CH:7]=[CH:8][C:9]=1[C:11]([OH:13])=[O:12]. The yield is 0.340. The catalyst is COCCOC. The reactants are [O:1]1[C:6]2[CH:7]=[CH:8][C:9]([C:11]([OH:13])=[O:12])=[CH:10][C:5]=2[O:4][CH2:3][CH2:2]1.[CH:14]([Li])(CC)C.C1CCCCC1.IC. (3) The reactants are [NH2:1][C:2]1[CH:7]=[C:6]([CH3:8])[CH:5]=[CH:4][C:3]=1[S:9]([NH2:12])(=[O:11])=[O:10].[Cl:13][C:14]1[CH:15]=[C:16](/[CH:21]=[CH:22]/[S:23](Cl)(=[O:25])=[O:24])[CH:17]=[CH:18][C:19]=1[Cl:20]. No catalyst specified. The product is [Cl:13][C:14]1[CH:15]=[C:16](/[CH:21]=[CH:22]/[S:23]([NH:1][C:2]2[CH:7]=[C:6]([CH3:8])[CH:5]=[CH:4][C:3]=2[S:9]([NH2:12])(=[O:10])=[O:11])(=[O:25])=[O:24])[CH:17]=[CH:18][C:19]=1[Cl:20]. The yield is 0.540.